From a dataset of Forward reaction prediction with 1.9M reactions from USPTO patents (1976-2016). Predict the product of the given reaction. (1) Given the reactants [Cl:1][C:2]1[CH:3]=[C:4]([NH:10][C:11]2[CH:16]=[CH:15][C:14]([CH:17]3[CH2:22][CH2:21][NH:20][CH2:19][CH2:18]3)=[CH:13][N:12]=2)[C:5](=[O:9])[N:6]([CH3:8])[N:7]=1.C=O.[C:25](O)(=O)C.C(O[BH-](OC(=O)C)OC(=O)C)(=O)C.[Na+].C([O-])(O)=O.[Na+], predict the reaction product. The product is: [Cl:1][C:2]1[CH:3]=[C:4]([NH:10][C:11]2[N:12]=[CH:13][C:14]([CH:17]3[CH2:22][CH2:21][N:20]([CH3:25])[CH2:19][CH2:18]3)=[CH:15][CH:16]=2)[C:5](=[O:9])[N:6]([CH3:8])[N:7]=1. (2) The product is: [S:1]1[C:5]([C:6]2[C:11]([C:12]([F:15])([F:14])[F:13])=[CH:10][N:9]=[C:8]([Cl:23])[N:7]=2)=[CH:4][C:3]2[CH:17]=[CH:18][CH:19]=[CH:20][C:2]1=2. Given the reactants [S:1]1[C:5]([C:6]2[C:11]([C:12]([F:15])([F:14])[F:13])=[CH:10][N:9]=[C:8](O)[N:7]=2)=[CH:4][C:3]2[CH:17]=[CH:18][CH:19]=[CH:20][C:2]1=2.P(Cl)(Cl)([Cl:23])=O, predict the reaction product. (3) Given the reactants [F:1][C:2]([F:10])([F:9])[C:3]1([C:6](O)=[O:7])[CH2:5][CH2:4]1.[NH:11]1[CH2:16][CH2:15][CH:14]([C:17]([O:19][CH2:20][CH3:21])=[O:18])[CH2:13][CH2:12]1.C(Cl)CCl.C1C=CC2N(O)N=NC=2C=1.CCN(C(C)C)C(C)C.[NH4+].[Cl-], predict the reaction product. The product is: [F:1][C:2]([F:10])([F:9])[C:3]1([C:6]([N:11]2[CH2:16][CH2:15][CH:14]([C:17]([O:19][CH2:20][CH3:21])=[O:18])[CH2:13][CH2:12]2)=[O:7])[CH2:5][CH2:4]1. (4) Given the reactants [NH2:1][CH:2]([C:10]1[C:15]([O:16][CH3:17])=[CH:14][CH:13]=[CH:12][C:11]=1[O:18][CH3:19])[CH2:3][CH2:4][CH2:5][C:6]([O:8]C)=O.[N:20]1([C:25]2[CH:26]=[C:27]([CH:30]=[CH:31][CH:32]=2)[CH:28]=O)[CH:24]=[CH:23][N:22]=[N:21]1, predict the reaction product. The product is: [N:20]1([C:25]2[CH:26]=[C:27]([CH:30]=[CH:31][CH:32]=2)[CH2:28][N:1]2[CH:2]([C:10]3[C:15]([O:16][CH3:17])=[CH:14][CH:13]=[CH:12][C:11]=3[O:18][CH3:19])[CH2:3][CH2:4][CH2:5][C:6]2=[O:8])[CH:24]=[CH:23][N:22]=[N:21]1. (5) Given the reactants [Br:1][C:2]1[CH:11]=[C:10]2[C:5]([C:6](Cl)=[C:7]([N+:12]([O-:14])=[O:13])[CH:8]=[N:9]2)=[CH:4][CH:3]=1.[NH2:16][CH2:17][CH2:18][N:19]1[CH2:24][CH2:23][N:22]([C:25]([O:27][C:28]([CH3:31])([CH3:30])[CH3:29])=[O:26])[CH2:21][CH2:20]1, predict the reaction product. The product is: [Br:1][C:2]1[CH:11]=[C:10]2[C:5]([C:6]([NH:16][CH2:17][CH2:18][N:19]3[CH2:24][CH2:23][N:22]([C:25]([O:27][C:28]([CH3:31])([CH3:30])[CH3:29])=[O:26])[CH2:21][CH2:20]3)=[C:7]([N+:12]([O-:14])=[O:13])[CH:8]=[N:9]2)=[CH:4][CH:3]=1. (6) Given the reactants [CH3:1][Si:2]([CH3:19])([CH3:18])[CH2:3][CH2:4][O:5][CH2:6][N:7]1[C:15]2[C:10](=[CH:11][CH:12]=[C:13]([C:16]#[N:17])[CH:14]=2)[CH:9]=[CH:8]1.CCCCCCC.C1COCC1.C(C1C=CC=CC=1)C.[CH:40]([C:42]1[C:50]([O:51][CH3:52])=[CH:49][C:48]([CH3:53])=[C:47]2[C:43]=1[CH:44]=[CH:45][N:46]2[C:54]([O:56][C:57]([CH3:60])([CH3:59])[CH3:58])=[O:55])=[O:41], predict the reaction product. The product is: [C:57]([O:56][C:54]([N:46]1[C:47]2[C:43](=[C:42]([CH:40]([C:8]3[N:7]([CH2:6][O:5][CH2:4][CH2:3][Si:2]([CH3:19])([CH3:18])[CH3:1])[C:15]4[C:10]([CH:9]=3)=[CH:11][CH:12]=[C:13]([C:16]#[N:17])[CH:14]=4)[OH:41])[C:50]([O:51][CH3:52])=[CH:49][C:48]=2[CH3:53])[CH:44]=[CH:45]1)=[O:55])([CH3:60])([CH3:58])[CH3:59]. (7) Given the reactants [CH2:1]([O:3][C:4]([C@H:6]1[CH2:11][CH2:10][C@H:9]([OH:12])[CH2:8][CH2:7]1)=[O:5])[CH3:2].Cl([O-])(=O)(=O)=O.[Mg+2].Cl([O-])(=O)(=O)=O, predict the reaction product. The product is: [CH2:1]([O:3][C:4]([C@H:6]1[CH2:11][CH2:10][C@H:9]([O:12][C:6]([CH3:11])([CH3:7])[CH3:4])[CH2:8][CH2:7]1)=[O:5])[CH3:2].[CH2:1]([O:3][C:4]([C@H:6]1[CH2:11][CH2:10][C@@H:9]([O:12][C:6]([CH3:11])([CH3:7])[CH3:4])[CH2:8][CH2:7]1)=[O:5])[CH3:2]. (8) Given the reactants [C:1]([O:5][C:6](=[O:27])[NH:7][C@@H:8]([C:12]1[CH:17]=[CH:16][C:15]([Cl:18])=[C:14]([O:19][C:20]2[CH:25]=[CH:24][CH:23]=[CH:22][CH:21]=2)[C:13]=1[F:26])[CH2:9][CH2:10][OH:11])([CH3:4])([CH3:3])[CH3:2].[CH3:28]I, predict the reaction product. The product is: [C:1]([O:5][C:6](=[O:27])[NH:7][C@@H:8]([C:12]1[CH:17]=[CH:16][C:15]([Cl:18])=[C:14]([O:19][C:20]2[CH:25]=[CH:24][CH:23]=[CH:22][CH:21]=2)[C:13]=1[F:26])[CH2:9][CH2:10][O:11][CH3:28])([CH3:4])([CH3:2])[CH3:3]. (9) The product is: [CH3:1][C:2]1([C:4]2[N:5]=[N:6][C:7]([N:10]3[CH:14]=[N:13][N:12]=[N:11]3)=[CH:8][CH:9]=2)[CH2:3][O:18]1. Given the reactants [CH2:1]=[C:2]([C:4]1[N:5]=[N:6][C:7]([N:10]2[CH:14]=[N:13][N:12]=[N:11]2)=[CH:8][CH:9]=1)[CH3:3].C1C(=O)N(Br)C(=[O:18])C1.C(O)(C)(C)C.[OH-].[Na+], predict the reaction product. (10) Given the reactants C[O:2][C:3](=[O:28])/[CH:4]=[CH:5]/[C:6]1[CH:7]=[C:8]2[C:24](=[CH:25][CH:26]=1)[O:23][C:11]1([CH2:14][N:13]([CH2:15][C:16]3[CH:21]=[CH:20][C:19]([F:22])=[CH:18][CH:17]=3)[CH2:12]1)[CH2:10][C:9]2=[O:27].Cl, predict the reaction product. The product is: [F:22][C:19]1[CH:18]=[CH:17][C:16]([CH2:15][N:13]2[CH2:12][C:11]3([CH2:10][C:9](=[O:27])[C:8]4[C:24](=[CH:25][CH:26]=[C:6](/[CH:5]=[CH:4]/[C:3]([OH:28])=[O:2])[CH:7]=4)[O:23]3)[CH2:14]2)=[CH:21][CH:20]=1.